The task is: Predict the product of the given reaction.. This data is from Forward reaction prediction with 1.9M reactions from USPTO patents (1976-2016). Given the reactants [Br:1][C:2]1[CH:3]=[C:4]2[N:10]=[C:9]([CH3:11])[NH:8][C:5]2=[N:6][CH:7]=1.[H-].[Na+].[CH3:14][Si:15]([CH2:18][CH2:19][O:20][CH2:21]Cl)([CH3:17])[CH3:16], predict the reaction product. The product is: [Br:1][C:2]1[CH:3]=[C:4]2[N:10]=[C:9]([CH3:11])[N:8]([CH2:21][O:20][CH2:19][CH2:18][Si:15]([CH3:17])([CH3:16])[CH3:14])[C:5]2=[N:6][CH:7]=1.[Br:1][C:2]1[CH:3]=[C:4]2[N:10]([CH2:21][O:20][CH2:19][CH2:18][Si:15]([CH3:17])([CH3:16])[CH3:14])[C:9]([CH3:11])=[N:8][C:5]2=[N:6][CH:7]=1.